From a dataset of M1 muscarinic receptor agonist screen with 61,833 compounds. Binary Classification. Given a drug SMILES string, predict its activity (active/inactive) in a high-throughput screening assay against a specified biological target. The compound is s1c(nnc1NC(=O)c1c(OC)cccc1)CC(OCC)=O. The result is 0 (inactive).